This data is from Full USPTO retrosynthesis dataset with 1.9M reactions from patents (1976-2016). The task is: Predict the reactants needed to synthesize the given product. (1) Given the product [C:12]1([C:2]2[CH:3]3[CH2:9][C:8](=[O:10])[CH:7]([CH:11]=2)[CH2:6][CH2:5][CH2:4]3)[CH:13]=[CH:14][CH:15]=[CH:16][CH:17]=1, predict the reactants needed to synthesize it. The reactants are: O[C:2]1([C:12]2[CH:17]=[CH:16][CH:15]=[CH:14][CH:13]=2)[CH2:11][CH:7]2[C:8](=[O:10])[CH2:9][CH:3]1[CH2:4][CH2:5][CH2:6]2.CC1C=CC(S(O)(=O)=O)=CC=1. (2) Given the product [CH2:11]([O:10][CH2:9][CH:8]([O:18][Si:28]([C:31]([CH3:34])([CH3:33])[CH3:32])([CH3:30])[CH3:29])[CH2:7][C:6]([O:5][C:1]([CH3:4])([CH3:2])[CH3:3])=[O:19])[C:12]1[CH:13]=[CH:14][CH:15]=[CH:16][CH:17]=1, predict the reactants needed to synthesize it. The reactants are: [C:1]([O:5][C:6](=[O:19])[CH2:7][CH:8]([OH:18])[CH2:9][O:10][CH2:11][C:12]1[CH:17]=[CH:16][CH:15]=[CH:14][CH:13]=1)([CH3:4])([CH3:3])[CH3:2].N1C(C)=CC=CC=1C.[Si:28](OS(C(F)(F)F)(=O)=O)([C:31]([CH3:34])([CH3:33])[CH3:32])([CH3:30])[CH3:29]. (3) Given the product [Br:14][C:4]1[N:3]=[C:2]([F:1])[C:7]([OH:8])=[CH:6][CH:5]=1, predict the reactants needed to synthesize it. The reactants are: [F:1][C:2]1[C:7]([OH:8])=[CH:6][CH:5]=[CH:4][N:3]=1.C([O-])(=O)C.[Na+].[Br:14]Br. (4) Given the product [OH:15][C:13]1[CH:12]=[C:18]2[C:17]([C:6](=[O:5])[CH2:7][C:16]3([O:22]2)[CH2:21][CH2:20][CH2:19][CH2:18][CH2:17]3)=[CH:16][CH:21]=1, predict the reactants needed to synthesize it. The reactants are: P([O-])([O:5][CH2:6][CH3:7])OCC.[H-].[Na+].Br[CH2:12][C:13]([OH:15])=O.[C:16]1(=[O:22])[CH2:21][CH2:20][CH2:19][CH2:18][CH2:17]1. (5) Given the product [F:1][C:2]1[CH:17]=[CH:16][C:5]([O:6][C:7]2[CH:8]=[C:9]([CH:10]=[CH:11][CH:12]=2)[NH2:13])=[CH:4][CH:3]=1, predict the reactants needed to synthesize it. The reactants are: [F:1][C:2]1[CH:17]=[CH:16][C:5]([O:6][C:7]2[CH:8]=[C:9]([N+:13]([O-])=O)[CH:10]=[CH:11][CH:12]=2)=[CH:4][CH:3]=1. (6) Given the product [CH2:38]([C:22]1([CH2:47][CH:46]=[CH2:45])[C:21](=[O:24])[N:10]2[CH2:11][CH2:12][N:13]([C:14]([O:16][C:17]([CH3:20])([CH3:19])[CH3:18])=[O:15])[C@H:8]([C:5]3[CH:6]=[CH:7][C:2]([F:1])=[CH:3][C:4]=3[CH3:25])[C@@H:9]2[CH2:23]1)[CH:39]=[CH2:40], predict the reactants needed to synthesize it. The reactants are: [F:1][C:2]1[CH:7]=[CH:6][C:5]([C@@H:8]2[N:13]([C:14]([O:16][C:17]([CH3:20])([CH3:19])[CH3:18])=[O:15])[CH2:12][CH2:11][N:10]3[C:21](=[O:24])[CH2:22][CH2:23][C@@H:9]23)=[C:4]([CH3:25])[CH:3]=1.[Li+].C[Si]([N-][Si](C)(C)C)(C)C.CN1C(=O)N(C)[CH2:40][CH2:39][CH2:38]1.[CH2:45](Br)[CH:46]=[CH2:47].